This data is from Full USPTO retrosynthesis dataset with 1.9M reactions from patents (1976-2016). The task is: Predict the reactants needed to synthesize the given product. (1) The reactants are: [C:1](Cl)(=[O:4])[CH:2]=[CH2:3].[CH3:6][O:7][C:8]1[CH:13]=[C:12]([N:14]2[CH2:19][CH2:18][N:17]([CH3:20])[CH2:16][CH2:15]2)[C:11]([NH2:21])=[CH:10][C:9]=1[NH:22][C:23]1[N:28]=[C:27]([C:29]2[C:37]3[C:32](=[CH:33][CH:34]=[CH:35][CH:36]=3)[N:31]([CH3:38])[CH:30]=2)[C:26]([CH3:39])=[CH:25][N:24]=1.CCN(C(C)C)C(C)C. Given the product [CH3:6][O:7][C:8]1[C:9]([NH:22][C:23]2[N:28]=[C:27]([C:29]3[C:37]4[C:32](=[CH:33][CH:34]=[CH:35][CH:36]=4)[N:31]([CH3:38])[CH:30]=3)[C:26]([CH3:39])=[CH:25][N:24]=2)=[CH:10][C:11]([NH:21][C:1](=[O:4])[CH:2]=[CH2:3])=[C:12]([N:14]2[CH2:19][CH2:18][N:17]([CH3:20])[CH2:16][CH2:15]2)[CH:13]=1, predict the reactants needed to synthesize it. (2) Given the product [CH2:1]([O:3][C:4]1[CH:5]=[C:6]([C@@H:10]([NH:12][C:42]([C:38]2[CH:37]=[C:36]3[C:41](=[CH:40][CH:39]=2)[N:33]([CH2:32][C:29]2[CH:28]=[CH:27][C:26]([C:21]4[C:20]([C:18]([OH:19])=[O:17])=[CH:25][CH:24]=[CH:23][CH:22]=4)=[CH:31][CH:30]=2)[C:34]([CH3:46])=[C:35]3[CH3:45])=[O:43])[CH3:11])[CH:7]=[CH:8][CH:9]=1)[CH3:2], predict the reactants needed to synthesize it. The reactants are: [CH2:1]([O:3][C:4]1[CH:5]=[C:6]([C@@H:10]([NH2:12])[CH3:11])[CH:7]=[CH:8][CH:9]=1)[CH3:2].C([O:17][C:18]([C:20]1[CH:25]=[CH:24][CH:23]=[CH:22][C:21]=1[C:26]1[CH:31]=[CH:30][C:29]([CH2:32][N:33]2[C:41]3[C:36](=[CH:37][C:38]([C:42](O)=[O:43])=[CH:39][CH:40]=3)[C:35]([CH3:45])=[C:34]2[CH3:46])=[CH:28][CH:27]=1)=[O:19])(C)(C)C. (3) Given the product [Cl:1][C:2]1[CH:3]=[C:4]([CH:8]=[CH:9][C:10]=1[N+:11]([O-:13])=[O:12])[C:5]([NH:23][CH2:24][CH2:25][N:26]1[CH2:31][CH2:30][O:29][CH2:28][CH2:27]1)=[O:6], predict the reactants needed to synthesize it. The reactants are: [Cl:1][C:2]1[CH:3]=[C:4]([CH:8]=[CH:9][C:10]=1[N+:11]([O-:13])=[O:12])[C:5](Cl)=[O:6].C(N(CC)C(C)C)(C)C.[NH2:23][CH2:24][CH2:25][N:26]1[CH2:31][CH2:30][O:29][CH2:28][CH2:27]1. (4) Given the product [Cl:23][C:22]1[C:17]([N:13]([CH2:12][CH2:11][CH2:10][CH2:9][O:8][CH2:7][C:6]([OH:36])=[O:5])[CH:14]([CH3:16])[CH3:15])=[N:18][C:19]([C:30]2[CH:35]=[CH:34][CH:33]=[CH:32][CH:31]=2)=[C:20]([C:24]2[CH:25]=[CH:26][CH:27]=[CH:28][CH:29]=2)[N:21]=1, predict the reactants needed to synthesize it. The reactants are: C([O:5][C:6](=[O:36])[CH2:7][O:8][CH2:9][CH2:10][CH2:11][CH2:12][N:13]([C:17]1[C:22]([Cl:23])=[N:21][C:20]([C:24]2[CH:29]=[CH:28][CH:27]=[CH:26][CH:25]=2)=[C:19]([C:30]2[CH:35]=[CH:34][CH:33]=[CH:32][CH:31]=2)[N:18]=1)[CH:14]([CH3:16])[CH3:15])(C)(C)C.Cl.[OH-].[Na+].